From a dataset of Catalyst prediction with 721,799 reactions and 888 catalyst types from USPTO. Predict which catalyst facilitates the given reaction. (1) Reactant: Cl.[NH:2]1[CH2:5][CH:4]([C:6]([O:8][CH3:9])=[O:7])[CH2:3]1.CN1CCOCC1.F[C:18]1[CH:23]=[CH:22][C:21]([N+:24]([O-:26])=[O:25])=[CH:20][CH:19]=1.O. Product: [N+:24]([C:21]1[CH:22]=[CH:23][C:18]([N:2]2[CH2:5][CH:4]([C:6]([O:8][CH3:9])=[O:7])[CH2:3]2)=[CH:19][CH:20]=1)([O-:26])=[O:25]. The catalyst class is: 9. (2) Reactant: CN/[C:3](/[CH3:9])=[CH:4]/[C:5]([O:7][CH3:8])=[O:6].N1C=CC=CC=1.[N+:16]([C:19]1[CH:27]=[CH:26][C:22]([C:23](Cl)=[O:24])=[CH:21][CH:20]=1)([O-:18])=[O:17].[OH2:28]. Product: [N+:16]([C:19]1[CH:27]=[CH:26][C:22]([C:23]([CH:4]([C:3](=[O:28])[CH3:9])[C:5]([O:7][CH3:8])=[O:6])=[O:24])=[CH:21][CH:20]=1)([O-:18])=[O:17]. The catalyst class is: 1. (3) Reactant: FC(F)(F)S(O[CH2:7][CH2:8][N:9]1[C:13]([CH3:14])=[C:12]([CH2:15][C:16]([NH:18][CH2:19][C:20]2[CH:25]=[CH:24][C:23]([F:26])=[CH:22][C:21]=2[Cl:27])=[O:17])[C:11]([CH3:28])=[N:10]1)(=O)=O.[NH:31]1[CH2:36][CH2:35][O:34][CH2:33][CH2:32]1. Product: [Cl:27][C:21]1[CH:22]=[C:23]([F:26])[CH:24]=[CH:25][C:20]=1[CH2:19][NH:18][C:16](=[O:17])[CH2:15][C:12]1[C:11]([CH3:28])=[N:10][N:9]([CH2:8][CH2:7][N:31]2[CH2:36][CH2:35][O:34][CH2:33][CH2:32]2)[C:13]=1[CH3:14]. The catalyst class is: 4. (4) Reactant: [C:1]([C:3]1[CH:4]=[C:5]([C:9]#[C:10][C:11]2[CH:12]=[CH:13][C:14]([F:20])=[C:15]([CH:19]=2)[C:16](O)=[O:17])[CH:6]=[N:7][CH:8]=1)#[N:2].O.O[N:23]1C2C=CC=CC=2N=N1.N. Product: [C:1]([C:3]1[CH:4]=[C:5]([C:9]#[C:10][C:11]2[CH:12]=[CH:13][C:14]([F:20])=[C:15]([CH:19]=2)[C:16]([NH2:23])=[O:17])[CH:6]=[N:7][CH:8]=1)#[N:2]. The catalyst class is: 42. (5) Reactant: [CH2:1]([N:8]1[C:17]2[CH:16]=[CH:15][CH:14]=[CH:13][C:12]=2[C:11]2[O:18][C:19](=[O:24])[C:20](Br)=[C:21]([OH:22])[C:10]=2[C:9]1=[O:25])[C:2]1[CH:7]=[CH:6][CH:5]=[CH:4][CH:3]=1.[Cl:26][C:27]1[CH:32]=[CH:31][C:30]([SH:33])=[CH:29][CH:28]=1.C(=O)([O-])[O-].[K+].[K+]. Product: [CH2:1]([N:8]1[C:17]2[CH:16]=[CH:15][CH:14]=[CH:13][C:12]=2[C:11]2[O:18][C:19](=[O:24])[C:20]([S:33][C:30]3[CH:31]=[CH:32][C:27]([Cl:26])=[CH:28][CH:29]=3)=[C:21]([OH:22])[C:10]=2[C:9]1=[O:25])[C:2]1[CH:7]=[CH:6][CH:5]=[CH:4][CH:3]=1. The catalyst class is: 9. (6) Reactant: C(OC([N:11]1[CH2:16][CH2:15][CH:14]([CH2:17][N:18]([C:23]2[CH:28]=[CH:27][CH:26]=[C:25]([F:29])[CH:24]=2)[C:19](=[O:22])[CH2:20][CH3:21])[CH2:13][CH2:12]1)=O)C1C=CC=CC=1. Product: [F:29][C:25]1[CH:24]=[C:23]([N:18]([CH2:17][CH:14]2[CH2:13][CH2:12][NH:11][CH2:16][CH2:15]2)[C:19](=[O:22])[CH2:20][CH3:21])[CH:28]=[CH:27][CH:26]=1. The catalyst class is: 29. (7) Reactant: [NH:1]1[CH2:6][CH2:5][CH2:4][CH2:3][CH:2]1[CH2:7][OH:8].[C:9](O[C:9]([O:11][C:12]([CH3:15])([CH3:14])[CH3:13])=[O:10])([O:11][C:12]([CH3:15])([CH3:14])[CH3:13])=[O:10].CCN(CC)CC. Product: [OH:8][CH2:7][CH:2]1[CH2:3][CH2:4][CH2:5][CH2:6][N:1]1[C:9]([O:11][C:12]([CH3:15])([CH3:14])[CH3:13])=[O:10]. The catalyst class is: 2.